This data is from Forward reaction prediction with 1.9M reactions from USPTO patents (1976-2016). The task is: Predict the product of the given reaction. (1) Given the reactants C(N(CC)CC)C.[CH3:8][C:9]1[CH:14]=[C:13]([CH3:15])[N:12]=[C:11]([N:16]2[CH2:21][CH2:20][N:19]([C:22]3[CH:27]=[CH:26][C:25]([N+:28]([O-:30])=[O:29])=[CH:24][C:23]=3[OH:31])[CH2:18][CH2:17]2)[CH:10]=1.[C:32](Cl)(=[O:34])[CH3:33].O, predict the reaction product. The product is: [CH3:8][C:9]1[CH:14]=[C:13]([CH3:15])[N:12]=[C:11]([N:16]2[CH2:17][CH2:18][N:19]([C:22]3[CH:27]=[CH:26][C:25]([N+:28]([O-:30])=[O:29])=[CH:24][C:23]=3[O:31][C:32](=[O:34])[CH3:33])[CH2:20][CH2:21]2)[CH:10]=1. (2) Given the reactants [ClH:1].C(OC([N:9]1[C:17]2[C:12](=[CH:13][CH:14]=[C:15]([Br:18])[CH:16]=2)[C:11]([CH2:20][O:21][CH3:22])([CH3:19])[CH2:10]1)=O)(C)(C)C, predict the reaction product. The product is: [ClH:1].[Br:18][C:15]1[CH:16]=[C:17]2[C:12]([C:11]([CH2:20][O:21][CH3:22])([CH3:19])[CH2:10][NH:9]2)=[CH:13][CH:14]=1.